This data is from Full USPTO retrosynthesis dataset with 1.9M reactions from patents (1976-2016). The task is: Predict the reactants needed to synthesize the given product. The reactants are: [NH2:1][C:2]1[S:3][C:4]([C:17]2[CH:22]=[CH:21][CH:20]=[C:19]([F:23])[CH:18]=2)=[C:5]([C:7]([N:9]2[C@H:14]([CH2:15][NH2:16])[CH2:13][C@H:12]3[C@@H:10]2[CH2:11]3)=[O:8])[N:6]=1.[CH3:24][N:25]1[C:33]([C:34](O)=[O:35])=[C:32]2[C:27]([CH:28]=[CH:29][CH:30]=[CH:31]2)=[N:26]1. Given the product [NH2:1][C:2]1[S:3][C:4]([C:17]2[CH:22]=[CH:21][CH:20]=[C:19]([F:23])[CH:18]=2)=[C:5]([C:7]([N:9]2[C@H:14]([CH2:15][NH:16][C:34]([C:33]3[N:25]([CH3:24])[N:26]=[C:27]4[C:32]=3[CH:31]=[CH:30][CH:29]=[CH:28]4)=[O:35])[CH2:13][C@H:12]3[C@@H:10]2[CH2:11]3)=[O:8])[N:6]=1, predict the reactants needed to synthesize it.